From a dataset of Reaction yield outcomes from USPTO patents with 853,638 reactions. Predict the reaction yield, written as a fraction of the theoretical maximum amount of product (1.0 means a 100% yield; for example, 0.34 means a 34% yield). The reactants are Cl.[NH2:2][CH:3]([C:16]1[CH:21]=[CH:20][C:19]([Br:22])=[CH:18][CH:17]=1)[C:4]([C@@H:6]1[CH2:11][CH2:10][CH2:9][CH2:8][C@H:7]1[C:12]([O:14][CH3:15])=[O:13])=[O:5].CCN(CC)CC.[F:41][C:36]([F:42])([C:37]([F:40])([F:39])[F:38])[C:35](O[C:35](=O)[C:36]([F:42])([F:41])[C:37]([F:40])([F:39])[F:38])=O. The catalyst is ClCCl. The product is [Br:22][C:19]1[CH:18]=[CH:17][C:16]([C:3]2[N:2]=[C:35]([C:36]([F:42])([F:41])[C:37]([F:40])([F:39])[F:38])[O:5][C:4]=2[C@@H:6]2[CH2:11][CH2:10][CH2:9][CH2:8][C@H:7]2[C:12]([O:14][CH3:15])=[O:13])=[CH:21][CH:20]=1. The yield is 0.200.